Dataset: Full USPTO retrosynthesis dataset with 1.9M reactions from patents (1976-2016). Task: Predict the reactants needed to synthesize the given product. (1) Given the product [Cl:1][C:2]1[CH:7]=[C:6]([S:8]([CH2:11][CH3:12])(=[O:9])=[O:10])[CH:5]=[CH:4][C:3]=1[S:13][C:14]1[CH:15]=[C:16]([CH2:24][C:25]([NH:33][S:30]([CH2:28][CH3:29])(=[O:32])=[O:31])=[O:27])[CH:17]=[C:18]([C:20]([F:23])([F:21])[F:22])[CH:19]=1, predict the reactants needed to synthesize it. The reactants are: [Cl:1][C:2]1[CH:7]=[C:6]([S:8]([CH2:11][CH3:12])(=[O:10])=[O:9])[CH:5]=[CH:4][C:3]=1[S:13][C:14]1[CH:15]=[C:16]([CH2:24][C:25]([OH:27])=O)[CH:17]=[C:18]([C:20]([F:23])([F:22])[F:21])[CH:19]=1.[CH2:28]([S:30]([NH2:33])(=[O:32])=[O:31])[CH3:29]. (2) Given the product [ClH:41].[ClH:41].[ClH:41].[NH2:27][C@H:23]1[CH2:24][CH2:25][CH2:26][N:21]([C:18]2[N:19]=[CH:20][C:15]([NH:14][C:13]3[C:12]4[C:7](=[CH:8][CH:9]=[C:10]([C:35]5[CH:36]=[C:37]([Cl:43])[C:38]([OH:42])=[C:39]([Cl:41])[CH:40]=5)[N:11]=4)[N:6]=[CH:5][C:4]=3[C:1](=[O:3])[CH3:2])=[CH:16][CH:17]=2)[CH2:22]1, predict the reactants needed to synthesize it. The reactants are: [C:1]([C:4]1[CH:5]=[N:6][C:7]2[C:12]([C:13]=1[NH:14][C:15]1[CH:16]=[CH:17][C:18]([N:21]3[CH2:26][CH2:25][CH2:24][C@H:23]([NH:27]C(=O)OC(C)(C)C)[CH2:22]3)=[N:19][CH:20]=1)=[N:11][C:10]([C:35]1[CH:40]=[C:39]([Cl:41])[C:38]([OH:42])=[C:37]([Cl:43])[CH:36]=1)=[CH:9][CH:8]=2)(=[O:3])[CH3:2].C(O)(C(F)(F)F)=O.